Dataset: Reaction yield outcomes from USPTO patents with 853,638 reactions. Task: Predict the reaction yield, written as a fraction of the theoretical maximum amount of product (1.0 means a 100% yield; for example, 0.34 means a 34% yield). (1) The reactants are Br[C:2]1[CH:18]=[CH:17][C:5]2[S:6][C:7]([C:10]3[CH:15]=[CH:14][N:13]=[C:12]([NH2:16])[N:11]=3)=[C:8]([CH3:9])[C:4]=2[CH:3]=1.[CH3:19][O:20][C:21]1[CH:22]=[C:23]([CH:25]=[CH:26][CH:27]=1)[NH2:24].C(O[Na])(C)(C)C.[Cl-].C(C1C=CC=C(CCC)C=1[N+]1C=CN(C2C(CCC)=CC=CC=2CCC)C=1)CC. The catalyst is C1C=CC(/C=C/C(/C=C/C2C=CC=CC=2)=O)=CC=1.C1C=CC(/C=C/C(/C=C/C2C=CC=CC=2)=O)=CC=1.C1C=CC(/C=C/C(/C=C/C2C=CC=CC=2)=O)=CC=1.[Pd].[Pd].O. The product is [CH3:19][O:20][C:21]1[CH:22]=[C:23]([NH:24][C:2]2[CH:18]=[CH:17][C:5]3[S:6][C:7]([C:10]4[CH:15]=[CH:14][N:13]=[C:12]([NH2:16])[N:11]=4)=[C:8]([CH3:9])[C:4]=3[CH:3]=2)[CH:25]=[CH:26][CH:27]=1. The yield is 0.480. (2) The reactants are [F:1][C:2]1[CH:7]=[C:6]([F:8])[CH:5]=[CH:4][C:3]=1[CH2:9][CH2:10][CH:11]1[CH2:16][N:15]2[C:17]([C:20]3[CH:21]=[C:22]([CH:27]=[CH:28][C:29]=3[CH3:30])[C:23]([O:25]C)=[O:24])=[N:18][N:19]=[C:14]2[CH2:13][CH2:12]1.[OH-].[Na+].Cl. The catalyst is C1COCC1. The product is [F:1][C:2]1[CH:7]=[C:6]([F:8])[CH:5]=[CH:4][C:3]=1[CH2:9][CH2:10][CH:11]1[CH2:16][N:15]2[C:17]([C:20]3[CH:21]=[C:22]([CH:27]=[CH:28][C:29]=3[CH3:30])[C:23]([OH:25])=[O:24])=[N:18][N:19]=[C:14]2[CH2:13][CH2:12]1. The yield is 0.960. (3) The reactants are [Cl:1][C:2]1[CH:7]=[CH:6][C:5]([N+:8]([O-:10])=[O:9])=[CH:4][C:3]=1I.[Br-].[N:13]1[CH:18]=[CH:17][CH:16]=[CH:15][C:14]=1[Zn+]. The catalyst is CC(N(C)C)=O.C1C=CC([P]([Pd]([P](C2C=CC=CC=2)(C2C=CC=CC=2)C2C=CC=CC=2)([P](C2C=CC=CC=2)(C2C=CC=CC=2)C2C=CC=CC=2)[P](C2C=CC=CC=2)(C2C=CC=CC=2)C2C=CC=CC=2)(C2C=CC=CC=2)C2C=CC=CC=2)=CC=1.C1C=CC(P(C2C=CC=CC=2)C2C=CC=CC=2)=CC=1. The product is [Cl:1][C:2]1[CH:7]=[CH:6][C:5]([N+:8]([O-:10])=[O:9])=[CH:4][C:3]=1[C:14]1[CH:15]=[CH:16][CH:17]=[CH:18][N:13]=1. The yield is 0.600. (4) The reactants are Br[C:2]1[CH:21]=[CH:20][C:5]([C:6]([NH:8][C:9]2[S:10][C:11]3[CH:17]=[C:16]([O:18][CH3:19])[CH:15]=[CH:14][C:12]=3[N:13]=2)=[O:7])=[CH:4][CH:3]=1.[N:22]1[CH:27]=[CH:26][C:25]([CH:28]=[O:29])=[CH:24][CH:23]=1. The yield is 0.530. The product is [OH:29][CH:28]([C:25]1[CH:26]=[CH:27][N:22]=[CH:23][CH:24]=1)[C:2]1[CH:21]=[CH:20][C:5]([C:6]([NH:8][C:9]2[S:10][C:11]3[CH:17]=[C:16]([O:18][CH3:19])[CH:15]=[CH:14][C:12]=3[N:13]=2)=[O:7])=[CH:4][CH:3]=1. The catalyst is CO.C(Cl)Cl. (5) The reactants are Cl.[CH3:2][N:3]([CH2:5][C:6](Cl)=[O:7])[CH3:4].Cl.Cl.[Cl:11][C:12]1[C:13]([F:38])=[C:14]([NH:18][C:19]2[C:28]3[C:23](=[CH:24][C:25]([O:31][CH:32]4[CH2:37][CH2:36][NH:35][CH2:34][CH2:33]4)=[C:26]([O:29][CH3:30])[CH:27]=3)[N:22]=[CH:21][N:20]=2)[CH:15]=[CH:16][CH:17]=1.C(N(C(C)C)CC)(C)C. The catalyst is C(Cl)Cl. The product is [Cl:11][C:12]1[C:13]([F:38])=[C:14]([NH:18][C:19]2[C:28]3[C:23](=[CH:24][C:25]([O:31][CH:32]4[CH2:37][CH2:36][N:35]([C:6](=[O:7])[CH2:5][N:3]([CH3:4])[CH3:2])[CH2:34][CH2:33]4)=[C:26]([O:29][CH3:30])[CH:27]=3)[N:22]=[CH:21][N:20]=2)[CH:15]=[CH:16][CH:17]=1. The yield is 0.450. (6) The reactants are [C:1]([O:5][C:6]([N:8]1[CH2:13][CH2:12][C:11]([CH3:17])([C:14]([OH:16])=O)[CH2:10][CH2:9]1)=[O:7])([CH3:4])([CH3:3])[CH3:2].C(Cl)CCl.C1C=CC2N(O)N=NC=2C=1.ClC(Cl)C.[CH3:36][N:37]([CH3:48])[C:38](=[O:47])[O:39][C:40]1[CH:45]=[CH:44][CH:43]=[C:42]([NH2:46])[CH:41]=1. No catalyst specified. The product is [CH3:36][N:37]([CH3:48])[C:38]([O:39][C:40]1[CH:41]=[C:42]([NH:46][C:14]([C:11]2([CH3:17])[CH2:10][CH2:9][N:8]([C:6]([O:5][C:1]([CH3:2])([CH3:3])[CH3:4])=[O:7])[CH2:13][CH2:12]2)=[O:16])[CH:43]=[CH:44][CH:45]=1)=[O:47]. The yield is 0.500.